From a dataset of Forward reaction prediction with 1.9M reactions from USPTO patents (1976-2016). Predict the product of the given reaction. (1) Given the reactants Cl[C:2]1[CH:3]=[C:4]([C:9]([F:12])([F:11])[F:10])[CH:5]=[C:6]([Cl:8])[CH:7]=1.[NH:13]1[CH2:18][CH2:17][NH:16][CH2:15][CH2:14]1, predict the reaction product. The product is: [Cl:8][C:6]1[CH:7]=[C:2]([N:13]2[CH2:18][CH2:17][NH:16][CH2:15][CH2:14]2)[CH:3]=[C:4]([C:9]([F:12])([F:11])[F:10])[CH:5]=1. (2) Given the reactants [OH-].[Na+].C([O:5][C:6](=[O:20])[CH:7]([CH2:13][CH2:14][O:15][CH2:16][CH2:17][O:18][CH3:19])[C:8]([O:10]CC)=[O:9])C.CO, predict the reaction product. The product is: [CH3:19][O:18][CH2:17][CH2:16][O:15][CH2:14][CH2:13][CH:7]([C:8]([OH:10])=[O:9])[C:6]([OH:20])=[O:5]. (3) Given the reactants [NH2:1][C:2]1[N:7]=[CH:6][C:5]([C:8]([OH:11])([CH3:10])[CH3:9])=[CH:4][CH:3]=1.Br[CH2:13][C:14](=O)[C:15]([NH:17][C:18]1[CH:23]=[CH:22][CH:21]=[CH:20][CH:19]=1)=[O:16], predict the reaction product. The product is: [OH:11][C:8]([C:5]1[CH:4]=[CH:3][C:2]2[N:7]([CH:13]=[C:14]([C:15]([NH:17][C:18]3[CH:23]=[CH:22][CH:21]=[CH:20][CH:19]=3)=[O:16])[N:1]=2)[CH:6]=1)([CH3:9])[CH3:10]. (4) Given the reactants [CH2:1]([C@@H:8]1[C@@H:16]([O:17][Si:18]([CH:25]([CH3:27])[CH3:26])([CH:22]([CH3:24])[CH3:23])[CH:19]([CH3:21])[CH3:20])[C@H:15]([CH3:28])[O:14][C:13](=[O:29])[C@@H:12]([NH:30][C:31](=[O:37])[O:32][C:33]([CH3:36])([CH3:35])[CH3:34])[CH2:11][O:10][CH2:9]1)[C:2]1[CH:7]=[CH:6][CH:5]=[CH:4][CH:3]=1.[C:38](O[C:38]([O:40][C:41]([CH3:44])([CH3:43])[CH3:42])=[O:39])([O:40][C:41]([CH3:44])([CH3:43])[CH3:42])=[O:39], predict the reaction product. The product is: [CH2:1]([C@@H:8]1[C@@H:16]([O:17][Si:18]([CH:19]([CH3:20])[CH3:21])([CH:25]([CH3:27])[CH3:26])[CH:22]([CH3:24])[CH3:23])[C@H:15]([CH3:28])[O:14][C:13](=[O:29])[C@@H:12]([N:30]([C:38]([O:40][C:41]([CH3:44])([CH3:43])[CH3:42])=[O:39])[C:31](=[O:37])[O:32][C:33]([CH3:34])([CH3:35])[CH3:36])[CH2:11][O:10][CH2:9]1)[C:2]1[CH:3]=[CH:4][CH:5]=[CH:6][CH:7]=1.